From a dataset of Reaction yield outcomes from USPTO patents with 853,638 reactions. Predict the reaction yield, written as a fraction of the theoretical maximum amount of product (1.0 means a 100% yield; for example, 0.34 means a 34% yield). The reactants are [Br:1][C:2]1[CH:15]=[C:14]([CH3:16])[C:5]([O:6][C:7]2[CH:12]=[CH:11][N:10]=[C:9](Cl)[CH:8]=2)=[C:4]([CH3:17])[CH:3]=1.[Br:18][C:19]1[CH:25]=[CH:24][C:22]([NH2:23])=[CH:21][CH:20]=1. The catalyst is C1COCC1.CCOC(C)=O. The product is [Br:1][C:2]1[CH:15]=[C:14]([CH3:16])[C:5]([O:6][C:7]2[CH:12]=[CH:11][N:10]=[C:9]([NH:23][C:22]3[CH:24]=[CH:25][C:19]([Br:18])=[CH:20][CH:21]=3)[CH:8]=2)=[C:4]([CH3:17])[CH:3]=1. The yield is 0.860.